The task is: Binary Classification. Given a T-cell receptor sequence (or CDR3 region) and an epitope sequence, predict whether binding occurs between them.. This data is from TCR-epitope binding with 47,182 pairs between 192 epitopes and 23,139 TCRs. (1) The epitope is GTITSGWTF. The TCR CDR3 sequence is CASSRLGAESYNSPLHF. Result: 0 (the TCR does not bind to the epitope). (2) The epitope is FLPRVFSAV. The TCR CDR3 sequence is CASSYPNNEQFF. Result: 1 (the TCR binds to the epitope). (3) The epitope is QASQEVKNW. The TCR CDR3 sequence is CASSLGWGQGGNEQFF. Result: 0 (the TCR does not bind to the epitope). (4) The epitope is FLRGRAYGL. The TCR CDR3 sequence is CSVEGKTGGAYNEQFF. Result: 0 (the TCR does not bind to the epitope). (5) The epitope is HTDFSSEIIGY. The TCR CDR3 sequence is CASSVYSGGVADTQYF. Result: 0 (the TCR does not bind to the epitope). (6) The epitope is NQKLIANQF. The TCR CDR3 sequence is CASSYSGRTEAFF. Result: 0 (the TCR does not bind to the epitope). (7) The epitope is DATYQRTRALVR. The TCR CDR3 sequence is CASSVELSTDTQYF. Result: 1 (the TCR binds to the epitope). (8) Result: 0 (the TCR does not bind to the epitope). The epitope is KMKDLSPRW. The TCR CDR3 sequence is CASSLVGAVLFF. (9) The epitope is ATDALMTGY. The TCR CDR3 sequence is CASSSIATGANVLTF. Result: 1 (the TCR binds to the epitope).